This data is from Catalyst prediction with 721,799 reactions and 888 catalyst types from USPTO. The task is: Predict which catalyst facilitates the given reaction. (1) Reactant: C([N:5]1[C:9]([NH:10][C:11]2[N:16]=[C:15]([CH2:17][C:18]3([C:34]([O:36][CH2:37][CH3:38])=[O:35])[CH2:23][CH2:22][N:21]([C:24](=[O:33])[C:25]4[CH:30]=[CH:29][CH:28]=[C:27]([Cl:31])[C:26]=4[F:32])[CH2:20][CH2:19]3)[CH:14]=[CH:13][CH:12]=2)=[CH:8][CH:7]=[N:6]1)(C)(C)C. Product: [Cl:31][C:27]1[C:26]([F:32])=[C:25]([CH:30]=[CH:29][CH:28]=1)[C:24]([N:21]1[CH2:20][CH2:19][C:18]([CH2:17][C:15]2[CH:14]=[CH:13][CH:12]=[C:11]([NH:10][C:9]3[CH:8]=[CH:7][NH:6][N:5]=3)[N:16]=2)([C:34]([O:36][CH2:37][CH3:38])=[O:35])[CH2:23][CH2:22]1)=[O:33]. The catalyst class is: 106. (2) Reactant: [Mg].[C:2]12([CH:9](Br)[Br:10])C[CH:5](CC1)[CH2:4][CH2:3]2.[CH:12]12[CH2:18][CH:15]([CH2:16][CH2:17]1)[CH:14]=[CH:13]2.BrCCCCBr. Product: [Br:10][CH2:9][CH2:2][CH2:3][CH2:4][CH2:5][CH:13]1[CH2:14][CH:15]2[CH2:18][CH:12]1[CH:17]=[CH:16]2. The catalyst class is: 165. (3) Reactant: [C:1]([C:4]1[C:5]([F:23])=[C:6]([F:22])[C:7]([NH:14][C:15]2[CH:20]=[CH:19][CH:18]=[CH:17][C:16]=2[F:21])=[C:8]([CH:13]=1)[C:9]([O:11][CH3:12])=[O:10])(=[O:3])[CH3:2].C1C(=O)N([I:31])C(=O)C1.C(O)(C(F)(F)F)=O. Product: [C:1]([C:4]1[C:5]([F:23])=[C:6]([F:22])[C:7]([NH:14][C:15]2[CH:20]=[CH:19][C:18]([I:31])=[CH:17][C:16]=2[F:21])=[C:8]([CH:13]=1)[C:9]([O:11][CH3:12])=[O:10])(=[O:3])[CH3:2]. The catalyst class is: 31. (4) Reactant: [ClH:1].[Cl-].[NH2:3][C:4]1[CH:18]=[CH:17][C:7]([C:8](=[O:16])[CH2:9][N+:10]2[CH:15]=[CH:14][CH:13]=[CH:12][CH:11]=2)=[CH:6][CH:5]=1. Product: [Cl-:1].[NH2:3][C:4]1[CH:5]=[CH:6][C:7]([C:8](=[O:16])[CH2:9][N+:10]2[CH:15]=[CH:14][CH:13]=[CH:12][CH:11]=2)=[CH:17][CH:18]=1. The catalyst class is: 6. (5) Reactant: Cl.[Cl:2][C:3]1[C:4]([C:19]#[N:20])=[C:5]([C:9]([NH:11][C@@H:12]2[CH2:17][CH2:16][NH:15][CH2:14][C@@H:13]2[F:18])=[O:10])[NH:6][C:7]=1[CH3:8].Cl[C:22]1[S:23][C:24]([C:33]([O:35][CH2:36][CH3:37])=[O:34])=[C:25]([C:27]2[CH:32]=[N:31][CH:30]=[CH:29][N:28]=2)[N:26]=1.C(N(C(C)C)CC)(C)C. Product: [CH2:36]([O:35][C:33]([C:24]1[S:23][C:22]([N:15]2[CH2:16][CH2:17][C@@H:12]([NH:11][C:9]([C:5]3[NH:6][C:7]([CH3:8])=[C:3]([Cl:2])[C:4]=3[C:19]#[N:20])=[O:10])[C@@H:13]([F:18])[CH2:14]2)=[N:26][C:25]=1[C:27]1[CH:32]=[N:31][CH:30]=[CH:29][N:28]=1)=[O:34])[CH3:37]. The catalyst class is: 3. (6) Reactant: [CH3:1][O:2][C:3]1[CH:8]=[CH:7][C:6]([C:9]([C:44]2[CH:49]=[CH:48][C:47]([O:50][CH3:51])=[CH:46][CH:45]=2)([C:38]2[CH:43]=[CH:42][CH:41]=[CH:40][CH:39]=2)[NH:10][C:11]2[O:12][C@H:13]([C:34]([F:37])([F:36])[F:35])[CH2:14][C@:15]([C:19]3[CH:24]=[C:23](B4OCC(C)(C)CO4)[CH:22]=[CH:21][C:20]=3[F:33])([CH2:17][F:18])[N:16]=2)=[CH:5][CH:4]=1.Br[C:53]1[CH:54]=[N:55][CH:56]=[C:57]([C:59]2[CH:63]=[C:62]([CH3:64])[NH:61][N:60]=2)[CH:58]=1.C(=O)([O-])[O-].[Cs+].[Cs+]. Product: [CH3:1][O:2][C:3]1[CH:8]=[CH:7][C:6]([C:9]([C:44]2[CH:45]=[CH:46][C:47]([O:50][CH3:51])=[CH:48][CH:49]=2)([C:38]2[CH:43]=[CH:42][CH:41]=[CH:40][CH:39]=2)[NH:10][C:11]2[O:12][C@H:13]([C:34]([F:36])([F:37])[F:35])[CH2:14][C@:15]([C:19]3[CH:24]=[C:23]([C:53]4[CH:54]=[N:55][CH:56]=[C:57]([C:59]5[CH:63]=[C:62]([CH3:64])[NH:61][N:60]=5)[CH:58]=4)[CH:22]=[CH:21][C:20]=3[F:33])([CH2:17][F:18])[N:16]=2)=[CH:5][CH:4]=1. The catalyst class is: 30. (7) Reactant: [CH2:1]([NH2:6])[CH2:2][CH2:3][CH2:4][CH3:5].[CH2:7]([N:15]=[C:16]=[O:17])[CH2:8][CH2:9][CH2:10][CH2:11][CH2:12][CH2:13][CH3:14]. Product: [CH2:7]([NH:15][C:16]([NH:6][CH2:1][CH2:2][CH2:3][CH2:4][CH3:5])=[O:17])[CH2:8][CH2:9][CH2:10][CH2:11][CH2:12][CH2:13][CH3:14]. The catalyst class is: 81. (8) Reactant: [Cl-].O[NH3+:3].[C:4](=[O:7])([O-])[OH:5].[Na+].CS(C)=O.[CH2:13]([C:17]1[N:18]=[C:19]([CH3:45])[N:20]([CH2:39][C:40]2([CH3:44])[CH2:43][O:42][CH2:41]2)[C:21](=[O:38])[C:22]=1[CH2:23][C:24]1[CH:29]=[CH:28][C:27]([C:30]2[C:31]([C:36]#[N:37])=[CH:32][CH:33]=[CH:34][CH:35]=2)=[CH:26][CH:25]=1)[CH2:14][CH2:15][CH3:16]. Product: [CH2:13]([C:17]1[N:18]=[C:19]([CH3:45])[N:20]([CH2:39][C:40]2([CH3:44])[CH2:41][O:42][CH2:43]2)[C:21](=[O:38])[C:22]=1[CH2:23][C:24]1[CH:25]=[CH:26][C:27]([C:30]2[CH:35]=[CH:34][CH:33]=[CH:32][C:31]=2[C:36]2[NH:3][C:4](=[O:7])[O:5][N:37]=2)=[CH:28][CH:29]=1)[CH2:14][CH2:15][CH3:16]. The catalyst class is: 13. (9) The catalyst class is: 1. Product: [Br:1][C:2]1[CH:7]=[CH:6][C:5]([CH2:8][CH2:9][NH2:10])=[CH:4][CH:3]=1. Reactant: [Br:1][C:2]1[CH:7]=[CH:6][C:5]([CH2:8][C:9]#[N:10])=[CH:4][CH:3]=1.B.Cl.